Predict the product of the given reaction. From a dataset of Forward reaction prediction with 1.9M reactions from USPTO patents (1976-2016). (1) The product is: [C:9]([O:12][C:13](=[O:14])[NH:7][CH2:6][C:5]1[N:1]=[N:2][NH:3][N:4]=1)([CH3:11])([CH3:10])[CH3:8]. Given the reactants [N:1]1[NH:2][N:3]=[N:4][C:5]=1[CH2:6][NH2:7].[CH3:8][C:9]([O:12][C:13](O[C:13]([O:12][C:9]([CH3:11])([CH3:10])[CH3:8])=[O:14])=[O:14])([CH3:11])[CH3:10].[OH-].[Na+].Cl, predict the reaction product. (2) Given the reactants C1CO[C:8]23OCC[O:12][C:3]2([C@:4]2([CH2:27][CH2:26][C@H:25]4[C@@H:15]([CH2:16]/[C:17](=[CH:28]\[CH2:29][OH:30])/[CH:18]5[C@:23]4([CH3:24])[CH2:22][CH2:21][CH2:20][CH2:19]5)[C@@H:6]2[CH2:7]3)[CH3:5])O1.C([C@@H]1C2[C@](C)(CCC(=[O:51])C2)[C@@H]2[C@H]([C@H]3[C@@](CC2)(C)C(=O)CC3)C1)#N, predict the reaction product. The product is: [OH:30][CH2:29]/[CH:28]=[C:17]1\[CH2:16][C@@H:15]2[C@@H:25]([C@:23]3([CH3:24])[CH:18]\1[CH2:19][C:20](=[O:51])[CH2:21][CH2:22]3)[CH2:26][CH2:27][C@@:4]1([CH3:5])[C@H:6]2[CH2:7][CH2:8][C:3]1=[O:12].